Predict the product of the given reaction. From a dataset of Forward reaction prediction with 1.9M reactions from USPTO patents (1976-2016). (1) Given the reactants [C:1]1([C:7]2([C:14]3[CH:19]=[CH:18][CH:17]=[CH:16][CH:15]=3)[NH:11][C:10](=[O:12])[NH:9][C:8]2=[O:13])[CH:6]=[CH:5][CH:4]=[CH:3][CH:2]=1.[H-].[Na+].[C:22]1([S:32](Cl)(=[O:34])=[O:33])[C:31]2[C:26](=[CH:27][CH:28]=[CH:29][CH:30]=2)[CH:25]=[CH:24][CH:23]=1.O, predict the reaction product. The product is: [C:22]1([S:32]([N:9]2[C:8](=[O:13])[C:7]([C:1]3[CH:6]=[CH:5][CH:4]=[CH:3][CH:2]=3)([C:14]3[CH:15]=[CH:16][CH:17]=[CH:18][CH:19]=3)[NH:11][C:10]2=[O:12])(=[O:34])=[O:33])[C:31]2[C:26](=[CH:27][CH:28]=[CH:29][CH:30]=2)[CH:25]=[CH:24][CH:23]=1. (2) Given the reactants [CH3:1][C:2]([CH2:4][C:5]([C:7]([O:9]C)=[O:8])=O)=O.Cl.Cl.[CH2:13]([NH:20][NH2:21])[C:14]1[CH:19]=[CH:18][CH:17]=[CH:16][CH:15]=1, predict the reaction product. The product is: [CH3:1][C:2]1[N:20]([CH2:13][C:14]2[CH:19]=[CH:18][CH:17]=[CH:16][CH:15]=2)[N:21]=[C:5]([C:7]([OH:9])=[O:8])[CH:4]=1. (3) Given the reactants Cl.[NH2:2][C:3]1[C:12]2[N:13]=[C:14]([CH2:40][CH2:41][O:42][CH3:43])[N:15]([CH2:16][CH2:17][CH2:18][N:19]([CH2:24][C:25]3[CH:26]=[CH:27][C:28]([F:39])=[C:29]([CH:38]=3)[O:30][CH2:31][C:32]([O:34][CH:35]([CH3:37])[CH3:36])=[O:33])[C:20](=[O:23])[CH2:21]Cl)[C:11]=2[C:10]2[CH:9]=[CH:8][CH:7]=[CH:6][C:5]=2[N:4]=1.[CH2:44]([NH:46][CH2:47][CH3:48])[CH3:45], predict the reaction product. The product is: [NH2:2][C:3]1[C:12]2[N:13]=[C:14]([CH2:40][CH2:41][O:42][CH3:43])[N:15]([CH2:16][CH2:17][CH2:18][N:19]([CH2:24][C:25]3[CH:26]=[CH:27][C:28]([F:39])=[C:29]([CH:38]=3)[O:30][CH2:31][C:32]([O:34][CH:35]([CH3:37])[CH3:36])=[O:33])[C:20](=[O:23])[CH2:21][N:46]([CH2:47][CH3:48])[CH2:44][CH3:45])[C:11]=2[C:10]2[CH:9]=[CH:8][CH:7]=[CH:6][C:5]=2[N:4]=1. (4) Given the reactants [NH2:1][C:2]1[C:7]2=[CH:8][CH:9]=[C:10]([CH:11]3[CH2:15][CH2:14][N:13]([C:16]([O:18][C:19]([CH3:22])([CH3:21])[CH3:20])=[O:17])[CH2:12]3)[N:6]2[N:5]=[CH:4][N:3]=1.[Br:23]N1C(C)(C)C(=O)N(Br)C1=O, predict the reaction product. The product is: [NH2:1][C:2]1[C:7]2=[C:8]([Br:23])[CH:9]=[C:10]([CH:11]3[CH2:15][CH2:14][N:13]([C:16]([O:18][C:19]([CH3:22])([CH3:21])[CH3:20])=[O:17])[CH2:12]3)[N:6]2[N:5]=[CH:4][N:3]=1. (5) Given the reactants C1C=CC(P([C:14]2[CH:19]=[CH:18]C=CC=2)C2C=CC=CC=2)=CC=1.[C:20]([O-])([O-])=O.[K+].[K+].CC([N:30]([CH2:34][C:35]1[CH:40]=[CH:39][CH:38]=[C:37](Br)[C:36]=1[F:42])[C:31](=[O:33])[O-:32])(C)C.[CH3:43][C:44]([Si:47]([CH3:60])([CH3:59])[O:48][CH2:49][C:50]1[CH:51]=[C:52](B(O)O)[CH:53]=[CH:54][CH:55]=1)([CH3:46])[CH3:45], predict the reaction product. The product is: [CH3:43][C:44]([Si:47]([CH3:60])([CH3:59])[O:48][CH2:49][C:50]1[CH:51]=[C:52]([C:37]2[CH:38]=[CH:39][CH:40]=[C:35]([CH2:34][NH:30][C:31](=[O:33])[O:32][C:19]([CH3:18])([CH3:14])[CH3:20])[C:36]=2[F:42])[CH:53]=[CH:54][CH:55]=1)([CH3:46])[CH3:45]. (6) Given the reactants [NH2:1][C:2]1[N:6]2[N:7]=[C:8]([N:11]3[CH:15]=[C:14]([C:16]4[CH:21]=[CH:20][N:19]=[C:18]([NH:22]C(OC(C)(C)C)=O)[CH:17]=4)[C:13]([C:30]4[CH:35]=[CH:34][C:33]([F:36])=[CH:32][CH:31]=4)=[N:12]3)[CH:9]=[CH:10][C:5]2=[N:4][N:3]=1.C(OC(NC1C=C(C2C(C3C=CC=CC=3)=NN(C3C=CC4N(C=NN=4)N=3)C=2)C=CN=1)=O)(C)(C)C, predict the reaction product. The product is: [NH2:22][C:18]1[CH:17]=[C:16]([C:14]2[C:13]([C:30]3[CH:35]=[CH:34][C:33]([F:36])=[CH:32][CH:31]=3)=[N:12][N:11]([C:8]3[CH:9]=[CH:10][C:5]4[N:6]([C:2]([NH2:1])=[N:3][N:4]=4)[N:7]=3)[CH:15]=2)[CH:21]=[CH:20][N:19]=1. (7) Given the reactants [CH:1]1([C:4]([CH2:6][C:7]2[CH:12]=[CH:11][CH:10]=[CH:9][C:8]=2[F:13])=[O:5])[CH2:3][CH2:2]1.[Br:14]N1C(C)(C)C(=O)N(Br)C1=O, predict the reaction product. The product is: [CH:1]1([C:4]([CH:6]([Br:14])[C:7]2[CH:12]=[CH:11][CH:10]=[CH:9][C:8]=2[F:13])=[O:5])[CH2:3][CH2:2]1. (8) Given the reactants C(O[BH-](OC(=O)C)OC(=O)C)(=O)C.[Na+].[NH2:15][C:16]1[C:17]2[C:24]([I:25])=[CH:23][N:22]([CH:26]3[CH2:29][C:28](=O)[CH2:27]3)[C:18]=2[N:19]=[CH:20][N:21]=1.[NH:31]1[CH2:36][CH2:35][S:34][CH2:33][CH2:32]1.C(O)(=O)C, predict the reaction product. The product is: [I:25][C:24]1[C:17]2[C:16]([NH2:15])=[N:21][CH:20]=[N:19][C:18]=2[N:22]([CH:26]2[CH2:29][CH:28]([N:31]3[CH2:36][CH2:35][S:34][CH2:33][CH2:32]3)[CH2:27]2)[CH:23]=1. (9) Given the reactants C[O:2][C@H:3]1[O:8][CH:7]([CH2:9][OH:10])[C@H:6]([OH:11])[C@@H:5]([OH:12])[C@@H:4]1[OH:13].[C:14](OC)(=O)[CH2:15]CCCCCC.[O-][C:26](CCCCCCCCC)=O.[C:37](OC)(=O)[CH2:38][CH2:39][CH2:40]CCCC/C=C\CCCCCCCC.C(=O)([O-])[O-].[Na+].[Na+].C([O-])(=O)CCCCCCC.[O-]C(CCCCCCCCC)=O.[C:86]([O-])(=O)[CH2:87][CH2:88][CH2:89][CH2:90][CH2:91][CH2:92][CH2:93]/[CH:94]=[CH:95]\[CH2:96][CH2:97]CCCCCC, predict the reaction product. The product is: [C:3]([OH:8])(=[O:2])[CH2:4][CH2:5][CH2:6][CH2:7][CH2:9][CH2:14][CH3:15].[CH3:26][C:3]([C@@H:4]([C@H:5]([C@@H:6]([C@@H:7]([CH2:9][OH:10])[OH:8])[OH:11])[OH:12])[OH:13])=[O:2].[O-:2][C:3]([CH2:4][CH2:5][CH2:6][CH2:7][CH2:9][CH2:37][CH2:38][CH2:39][CH3:40])=[O:8].[C:3]([O-:8])(=[O:2])[CH2:4][CH2:5][CH2:6][CH2:7][CH2:9][CH2:86][CH2:87]/[CH:88]=[CH:89]\[CH2:90][CH2:91][CH2:92][CH2:93][CH2:94][CH2:95][CH2:96][CH3:97]. (10) Given the reactants Br[C:2]1[CH:7]=[C:6]([C:8]([F:11])([F:10])[F:9])[CH:5]=[CH:4][C:3]=1[O:12][CH2:13][CH3:14].C([Mg]Cl)(C)C.[C:20](=[O:22])=[O:21], predict the reaction product. The product is: [CH2:13]([O:12][C:3]1[CH:4]=[CH:5][C:6]([C:8]([F:11])([F:10])[F:9])=[CH:7][C:2]=1[C:20]([OH:22])=[O:21])[CH3:14].